Task: Predict the reaction yield, written as a fraction of the theoretical maximum amount of product (1.0 means a 100% yield; for example, 0.34 means a 34% yield).. Dataset: Reaction yield outcomes from USPTO patents with 853,638 reactions (1) The reactants are [Br:1][C:2]1[CH:11]=[C:10]([C:12]([NH:14][N:15]=[C:16]([C:18]2[C:22]([OH:23])=[C:21]([C:24]3[CH:29]=[CH:28][C:27]([C:30]([CH3:33])([CH3:32])[CH3:31])=[CH:26][CH:25]=3)[N:20]([CH3:34])[N:19]=2)[CH3:17])=[O:13])[CH:9]=[CH:8][C:3]=1[C:4]([O:6]C)=[O:5].CO.[OH-].[Na+].Cl. The catalyst is C1COCC1.O. The product is [Br:1][C:2]1[CH:11]=[C:10]([C:12]([NH:14][N:15]=[C:16]([C:18]2[C:22]([OH:23])=[C:21]([C:24]3[CH:25]=[CH:26][C:27]([C:30]([CH3:33])([CH3:32])[CH3:31])=[CH:28][CH:29]=3)[N:20]([CH3:34])[N:19]=2)[CH3:17])=[O:13])[CH:9]=[CH:8][C:3]=1[C:4]([OH:6])=[O:5]. The yield is 0.740. (2) The reactants are [NH:1]1[CH2:4][CH:3]([C:5]2[CH:6]=[CH:7][C:8]3[O:17][CH2:16][CH2:15][C:14]4[S:13][C:12]([C:18]5[N:19]([CH:23]([CH3:25])[CH3:24])[N:20]=[CH:21][N:22]=5)=[N:11][C:10]=4[C:9]=3[CH:26]=2)[CH2:2]1.Cl[CH2:28][CH2:29][S:30](Cl)(=[O:32])=[O:31].[OH-:34].[Na+]. The catalyst is C1COCC1. The product is [CH:23]([N:19]1[C:18]([C:12]2[S:13][C:14]3[CH2:15][CH2:16][O:17][C:8]4[CH:7]=[CH:6][C:5]([CH:3]5[CH2:4][N:1]([S:30]([CH2:29][CH2:28][OH:34])(=[O:32])=[O:31])[CH2:2]5)=[CH:26][C:9]=4[C:10]=3[N:11]=2)=[N:22][CH:21]=[N:20]1)([CH3:24])[CH3:25]. The yield is 0.230. (3) The reactants are [F:1][C:2]1[CH:3]=[CH:4][C:5]([CH2:8][CH2:9][C:10]2[CH:15]=[CH:14][N:13]([C:16]3[CH:21]=[CH:20][C:19]4[C:22]5[CH2:27][CH2:26][N:25](C(OC(C)(C)C)=O)[CH2:24][C:23]=5[S:35][C:18]=4[CH:17]=3)[C:12](=[O:36])[CH:11]=2)=[N:6][CH:7]=1.[ClH:37]. No catalyst specified. The product is [ClH:37].[F:1][C:2]1[CH:3]=[CH:4][C:5]([CH2:8][CH2:9][C:10]2[CH:15]=[CH:14][N:13]([C:16]3[CH:21]=[CH:20][C:19]4[C:22]5[CH2:27][CH2:26][NH:25][CH2:24][C:23]=5[S:35][C:18]=4[CH:17]=3)[C:12](=[O:36])[CH:11]=2)=[N:6][CH:7]=1. The yield is 0.760. (4) The reactants are [OH-].[K+].Cl[CH2:4][CH2:5][CH2:6][N:7]1[C:11]2[CH:12]=[C:13]([N+:16]([O-:18])=[O:17])[CH:14]=[CH:15][C:10]=2[O:9][C:8]1=[O:19].[CH2:20]([OH:22])[CH3:21]. No catalyst specified. The product is [CH2:20]([O:22][C:8]([N:7]1[C:11]2[CH:12]=[C:13]([N+:16]([O-:18])=[O:17])[CH:14]=[CH:15][C:10]=2[O:9][CH2:4][CH2:5][CH2:6]1)=[O:19])[CH3:21]. The yield is 0.770. (5) The reactants are [Br:1][C:2]1[CH:8]=[CH:7][C:5]([NH2:6])=[C:4]([CH3:9])[CH:3]=1.C(=O)([O-])O.[Na+].[C:15](Cl)(Cl)=[S:16]. The catalyst is O1CCCC1. The product is [Br:1][C:2]1[CH:8]=[CH:7][C:5]([N:6]=[C:15]=[S:16])=[C:4]([CH3:9])[CH:3]=1. The yield is 0.610. (6) The reactants are [Br:1][C:2]1[C:10]2[N:9]=[C:8]([CH:11]([CH3:13])[CH3:12])[N:7]([CH2:14][C:15]3[CH:20]=[CH:19][CH:18]=[C:17]([C:21]([F:24])([F:23])[F:22])[C:16]=3[CH3:25])[C:6]=2[CH:5]=[C:4]([N+:26]([O-])=O)[CH:3]=1.O.O.[Sn](Cl)Cl.Cl.C(=O)([O-])[O-].[Na+].[Na+]. The catalyst is CO. The product is [Br:1][C:2]1[C:10]2[N:9]=[C:8]([CH:11]([CH3:13])[CH3:12])[N:7]([CH2:14][C:15]3[CH:20]=[CH:19][CH:18]=[C:17]([C:21]([F:23])([F:22])[F:24])[C:16]=3[CH3:25])[C:6]=2[CH:5]=[C:4]([NH2:26])[CH:3]=1. The yield is 0.709. (7) The product is [CH3:9][O:8][C:5]1[CH:6]=[CH:7][C:2]([O:10][C:11]2[CH:12]=[C:13]([CH3:21])[C:14]([C:18](=[O:20])[CH3:19])=[C:15]([CH3:17])[CH:16]=2)=[N:3][CH:4]=1. The reactants are Br[C:2]1[CH:7]=[CH:6][C:5]([O:8][CH3:9])=[CH:4][N:3]=1.[OH:10][C:11]1[CH:16]=[C:15]([CH3:17])[C:14]([C:18](=[O:20])[CH3:19])=[C:13]([CH3:21])[CH:12]=1.Cl.CN(C)CC(O)=O.C(=O)([O-])[O-].[Cs+].[Cs+]. The catalyst is O1CCOCC1.[Cu](I)I.O. The yield is 0.960.